Predict which catalyst facilitates the given reaction. From a dataset of Catalyst prediction with 721,799 reactions and 888 catalyst types from USPTO. (1) Reactant: C1COCC1.[C:6]([O:10][C:11](=[O:29])[NH:12][C@@H:13]([CH:17]=[N:18][C:19]1[CH:24]=[C:23]([Cl:25])[CH:22]=[CH:21][C:20]=1[C:26](=[O:28])[NH2:27])[CH:14]([CH3:16])[CH3:15])([CH3:9])([CH3:8])[CH3:7].O.[OH-].[Li+].Cl. Product: [C:6]([O:10][C:11](=[O:29])[NH:12][C@@H:13]([C:17]1[NH:27][C:26](=[O:28])[C:20]2[C:19](=[CH:24][C:23]([Cl:25])=[CH:22][CH:21]=2)[N:18]=1)[CH:14]([CH3:16])[CH3:15])([CH3:8])([CH3:9])[CH3:7]. The catalyst class is: 6. (2) Reactant: BrN1[C:6](=[O:7])CCC1=O.[Cl:9][C:10]1[CH:11]=[C:12]2[C:16](=[CH:17][CH:18]=1)[N:15]([CH2:19][C:20]([OH:22])=[O:21])[C:14]([CH3:23])=[C:13]2[C:24]1[C:33]2[C:28](=[CH:29][C:30]([Cl:34])=[CH:31][CH:32]=2)[N:27]=[CH:26][CH:25]=1. Product: [Cl:9][C:10]1[CH:11]=[C:12]2[C:16](=[CH:17][CH:18]=1)[N:15]([CH2:19][C:20]([OH:22])=[O:21])[C:14]([CH2:23][O:7][CH3:6])=[C:13]2[C:24]1[C:33]2[C:28](=[CH:29][C:30]([Cl:34])=[CH:31][CH:32]=2)[N:27]=[CH:26][CH:25]=1. The catalyst class is: 121. (3) Reactant: C1(C2SC(C(N)C)=CC=2)C=CC=CC=1.Cl.O1CCOCC1.[C:22]1([C:28]2[S:32][C:31]([CH:33]([NH:35][S:36]([CH2:38][CH:39]([CH3:41])[CH3:40])=[O:37])C)=[CH:30][CH:29]=2)[CH:27]=[CH:26][CH:25]=[CH:24][CH:23]=1. Product: [C:22]1([C:28]2[S:32][C:31]([CH:33]=[N:35][S:36]([CH2:38][CH:39]([CH3:41])[CH3:40])=[O:37])=[CH:30][CH:29]=2)[CH:23]=[CH:24][CH:25]=[CH:26][CH:27]=1. The catalyst class is: 5.